This data is from Full USPTO retrosynthesis dataset with 1.9M reactions from patents (1976-2016). The task is: Predict the reactants needed to synthesize the given product. (1) Given the product [CH2:5]([O:4][C:2]([CH:43]1[C:42](=[O:44])[N:41]([C@H:45]([C:47]2[CH:52]=[CH:51][CH:50]=[CH:49][CH:48]=2)[CH3:46])[CH2:40][C@H:39]1[C:36]1([CH2:35][O:17][Si:18]([C:31]([CH3:32])([CH3:34])[CH3:33])([C:19]2[CH:20]=[CH:21][CH:22]=[CH:23][CH:24]=2)[C:25]2[CH:26]=[CH:27][CH:28]=[CH:29][CH:30]=2)[CH2:37][CH2:38]1)=[O:3])[CH3:6], predict the reactants needed to synthesize it. The reactants are: Cl[C:2]([O:4][CH2:5][CH3:6])=[O:3].C[Si](C)(C)[N-][Si](C)(C)C.[Li+].[O:17]([CH2:35][C:36]1([C@H:39]2[CH2:43][C:42](=[O:44])[N:41]([C@H:45]([C:47]3[CH:52]=[CH:51][CH:50]=[CH:49][CH:48]=3)[CH3:46])[CH2:40]2)[CH2:38][CH2:37]1)[Si:18]([C:31]([CH3:34])([CH3:33])[CH3:32])([C:25]1[CH:30]=[CH:29][CH:28]=[CH:27][CH:26]=1)[C:19]1[CH:24]=[CH:23][CH:22]=[CH:21][CH:20]=1. (2) Given the product [CH3:25][O:24][C:7]1[CH:6]=[CH:5][C:4]2[N:3]=[C:2]([NH:36][C:32]3[CH:31]=[C:30]4[C:35](=[CH:34][CH:33]=3)[N:27]([CH3:26])[C:28]([CH3:38])=[C:29]4[CH3:37])[C:11]3=[N:12][NH:13][CH:14]=[C:10]3[C:9]=2[CH:8]=1, predict the reactants needed to synthesize it. The reactants are: Cl[C:2]1[C:11]2=[N:12][N:13](CC3C=CC(OC)=CC=3)[CH:14]=[C:10]2[C:9]2[CH:8]=[C:7]([O:24][CH3:25])[CH:6]=[CH:5][C:4]=2[N:3]=1.[CH3:26][N:27]1[C:35]2[C:30](=[CH:31][C:32]([NH2:36])=[CH:33][CH:34]=2)[C:29]([CH3:37])=[C:28]1[CH3:38].Cl.